This data is from Reaction yield outcomes from USPTO patents with 853,638 reactions. The task is: Predict the reaction yield, written as a fraction of the theoretical maximum amount of product (1.0 means a 100% yield; for example, 0.34 means a 34% yield). (1) The reactants are C[O:2][C:3]([C:5]1[CH:10]=[CH:9][C:8]([C:11]2[C:16]([CH3:17])=[CH:15][C:14]([CH3:18])=[CH:13][C:12]=2[CH3:19])=[CH:7][CH:6]=1)=[O:4].[Li+].[OH-]. The catalyst is O1CCOCC1.O. The product is [CH3:19][C:12]1[CH:13]=[C:14]([CH3:18])[CH:15]=[C:16]([CH3:17])[C:11]=1[C:8]1[CH:9]=[CH:10][C:5]([C:3]([OH:4])=[O:2])=[CH:6][CH:7]=1. The yield is 0.160. (2) The reactants are Cl[CH2:2][C@@H:3]1[O:12][CH2:11][C@@H:6]2[CH2:7][O:8][CH2:9][CH2:10][N:5]2[CH2:4]1.[C:13]([O-:16])(=[O:15])[CH3:14].[K+]. The catalyst is CN(C=O)C. The product is [C:13]([O:16][CH2:2][CH:3]1[O:12][CH2:11][CH:6]2[CH2:7][O:8][CH2:9][CH2:10][N:5]2[CH2:4]1)(=[O:15])[CH3:14]. The yield is 0.420. (3) The reactants are Cl.[NH2:2][CH:3]([CH2:8][C:9]1[CH:14]=[CH:13][C:12]([Cl:15])=[CH:11][CH:10]=1)[C:4]([O:6][CH3:7])=[O:5].N1C=CC=CC=1.Cl[C:23]([O:25][CH2:26][CH3:27])=[O:24]. The catalyst is C(Cl)Cl.C(OCC)(=O)C.O. The product is [Cl:15][C:12]1[CH:11]=[CH:10][C:9]([CH2:8][CH:3]([NH:2][C:23]([O:25][CH2:26][CH3:27])=[O:24])[C:4]([O:6][CH3:7])=[O:5])=[CH:14][CH:13]=1. The yield is 0.990. (4) The reactants are [CH3:1][C:2]([C:8]1[CH:13]=[CH:12][C:11]([CH3:14])=[CH:10][CH:9]=1)([CH3:7])[C:3]([O:5][CH3:6])=[O:4].C1C(=O)N([Br:22])C(=O)C1. The catalyst is CC(N=NC(C#N)(C)C)(C#N)C.C(Cl)(Cl)(Cl)Cl. The product is [Br:22][CH2:14][C:11]1[CH:10]=[CH:9][C:8]([C:2]([CH3:1])([CH3:7])[C:3]([O:5][CH3:6])=[O:4])=[CH:13][CH:12]=1. The yield is 0.620. (5) The reactants are CC(C1C=C(C(C)C)C(C2C=CC=CC=2P(C2CCCCC2)C2CCCCC2)=C(C(C)C)C=1)C.C([O-])([O-])=O.[Cs+].[Cs+].[C:41]([O:45][C:46]([N:48]1[CH2:52][CH2:51][C@H:50]([O:53][C:54]2[C:55]3[CH2:63][NH:62][CH2:61][CH2:60][C:56]=3[N:57]=[CH:58][N:59]=2)[CH2:49]1)=[O:47])([CH3:44])([CH3:43])[CH3:42].Br[C:65]1[CH:66]=[C:67]([CH3:73])[C:68]([O:71][CH3:72])=[N:69][CH:70]=1. The catalyst is O1CCOCC1.C1C=CC(/C=C/C(/C=C/C2C=CC=CC=2)=O)=CC=1.C1C=CC(/C=C/C(/C=C/C2C=CC=CC=2)=O)=CC=1.C1C=CC(/C=C/C(/C=C/C2C=CC=CC=2)=O)=CC=1.[Pd].[Pd].CC(OC)(C)C.CO.CC(OC)(C)C. The product is [C:41]([O:45][C:46]([N:48]1[CH2:52][CH2:51][C@H:50]([O:53][C:54]2[C:55]3[CH2:63][N:62]([C:65]4[CH:70]=[N:69][C:68]([O:71][CH3:72])=[C:67]([CH3:73])[CH:66]=4)[CH2:61][CH2:60][C:56]=3[N:57]=[CH:58][N:59]=2)[CH2:49]1)=[O:47])([CH3:44])([CH3:42])[CH3:43]. The yield is 0.690.